This data is from Full USPTO retrosynthesis dataset with 1.9M reactions from patents (1976-2016). The task is: Predict the reactants needed to synthesize the given product. (1) The reactants are: C([O:5][C:6](=[O:33])[C@@H:7]([NH:25]C(OC(C)(C)C)=O)[CH2:8][C@H:9]([CH2:17][C:18]1[CH:23]=[CH:22][C:21]([I:24])=[CH:20][CH:19]=1)[C:10]([O:12]C(C)(C)C)=[O:11])(C)(C)C. Given the product [NH2:25][C@@H:7]([CH2:8][C@H:9]([CH2:17][C:18]1[CH:19]=[CH:20][C:21]([I:24])=[CH:22][CH:23]=1)[C:10]([OH:12])=[O:11])[C:6]([OH:33])=[O:5], predict the reactants needed to synthesize it. (2) The reactants are: [NH2:1][C:2]1[C:3]([N+:12]([O-])=O)=[C:4]([CH:8]=[CH:9][C:10]=1[CH3:11])[C:5]([OH:7])=[O:6].[CH:15](O)=O. Given the product [CH3:11][C:10]1[C:2]2[NH:1][CH:15]=[N:12][C:3]=2[C:4]([C:5]([OH:7])=[O:6])=[CH:8][CH:9]=1, predict the reactants needed to synthesize it. (3) Given the product [CH:25]1([C:22]2[CH:23]=[CH:24][C:19]3[C:32]([NH:16][C:10]4[CH:11]=[C:12]([CH3:15])[CH:13]=[CH:14][C:9]=4[S:8][C:5]4[CH:6]=[CH:7][C:2]([F:1])=[CH:3][CH:4]=4)=[N:30][CH:29]=[N:28][C:20]=3[N:21]=2)[CH2:26][CH2:27]1, predict the reactants needed to synthesize it. The reactants are: [F:1][C:2]1[CH:7]=[CH:6][C:5]([S:8][C:9]2[CH:14]=[CH:13][C:12]([CH3:15])=[CH:11][C:10]=2[NH2:16])=[CH:4][CH:3]=1.C([C:19]1[C:20]([N:28]=[CH:29][N:30]([CH3:32])C)=[N:21][C:22]([CH:25]2[CH2:27][CH2:26]2)=[CH:23][CH:24]=1)#N.NC1C=C(C)C=CC=1SC1C=CC(O)=CC=1.C(C1C(N=CN(C)C)=NC(C)=CC=1)#N. (4) Given the product [Cl:13][C:14]1[CH:19]=[C:18]([Cl:20])[CH:17]=[CH:16][C:15]=1[NH:21][C:22]1[N:27]=[CH:26][C:25]([CH:28]=[O:29])=[C:24]([CH:30]([CH3:32])[CH3:31])[CH:23]=1, predict the reactants needed to synthesize it. The reactants are: ClC1N=CC(C=O)=C(C(C)C)C=1.[Cl:13][C:14]1[CH:19]=[C:18]([Cl:20])[CH:17]=[CH:16][C:15]=1[NH:21][C:22]1[N:27]=[CH:26][C:25]([CH2:28][OH:29])=[C:24]([CH:30]([CH3:32])[CH3:31])[CH:23]=1. (5) Given the product [NH2:21][C:19]1[N:20]=[C:16]2[N:17]([C:8]([CH2:7][C:6]3[CH:5]=[CH:4][C:3]([OH:2])=[CH:23][CH:22]=3)=[N:9][C:10]3[CH:11]=[CH:12][CH:13]=[CH:14][C:15]=32)[N:18]=1, predict the reactants needed to synthesize it. The reactants are: C[O:2][C:3]1[CH:23]=[CH:22][C:6]([CH2:7][C:8]2[N:17]3[N:18]=[C:19]([NH2:21])[N:20]=[C:16]3[C:15]3[CH:14]=[CH:13][CH:12]=[CH:11][C:10]=3[N:9]=2)=[CH:5][CH:4]=1.COC1C=C(C=C(OC)C=1)CC1N2N=C(N)N=C2C2C=CC=CC=2N=1. (6) Given the product [NH2:8][C:6]1[CH:7]=[C:2]([Cl:1])[C:3]([N:11]([CH2:13][C:14]2[CH:15]=[C:16]([CH:21]=[CH:22][CH:23]=2)[C:17]([O:19][CH3:20])=[O:18])[CH3:12])=[N:4][CH:5]=1, predict the reactants needed to synthesize it. The reactants are: [Cl:1][C:2]1[C:3]([N:11]([CH2:13][C:14]2[CH:15]=[C:16]([CH:21]=[CH:22][CH:23]=2)[C:17]([O:19][CH3:20])=[O:18])[CH3:12])=[N:4][CH:5]=[C:6]([N+:8]([O-])=O)[CH:7]=1.S(S([O-])=O)([O-])=O.[Na+].[Na+].